From a dataset of Full USPTO retrosynthesis dataset with 1.9M reactions from patents (1976-2016). Predict the reactants needed to synthesize the given product. (1) Given the product [F:1][C:2]1[CH:7]=[C:6]([CH2:8][N:9]2[C:14]([O:15][C:16]3[CH:17]=[C:18]([CH:19]=[C:20]([CH3:22])[CH:21]=3)[CH:23]=[O:42])=[C:13]([CH:27]([CH3:29])[CH3:28])[C:12](=[O:30])[NH:11][C:10]2=[O:31])[CH:5]=[C:4]([NH:32][CH2:33][C:34]2[CH:35]=[CH:36][C:37]([O:40][CH3:41])=[CH:38][CH:39]=2)[N:3]=1, predict the reactants needed to synthesize it. The reactants are: [F:1][C:2]1[CH:7]=[C:6]([CH2:8][N:9]2[C:14]([O:15][C:16]3[CH:17]=[C:18]([CH:23]=CC#N)[CH:19]=[C:20]([CH3:22])[CH:21]=3)=[C:13]([CH:27]([CH3:29])[CH3:28])[C:12](=[O:30])[NH:11][C:10]2=[O:31])[CH:5]=[C:4]([NH:32][CH2:33][C:34]2[CH:39]=[CH:38][C:37]([O:40][CH3:41])=[CH:36][CH:35]=2)[N:3]=1.[O:42]=[N+]([O-])[O-].[O-][N+](=O)[O-].[O-][N+](=O)[O-].[O-][N+](=O)[O-].[O-][N+](=O)[O-].[O-][N+](=O)[O-].[Ce+4].[NH4+].[NH4+]. (2) Given the product [Cl:1][C:2]1[CH:10]=[C:9]2[NH:8][C:7](=[O:11])[C:6]3([CH:12]([CH2:13][CH3:14])[CH2:26][C:24](=[O:25])[NH:23][CH:22]3[C:18]3[CH:19]=[CH:20][CH:21]=[C:16]([Cl:15])[CH:17]=3)[C:5]2=[CH:4][CH:3]=1, predict the reactants needed to synthesize it. The reactants are: [Cl:1][C:2]1[CH:10]=[C:9]2[C:5](/[C:6](=[CH:12]\[CH2:13][CH3:14])/[C:7](=[O:11])[NH:8]2)=[CH:4][CH:3]=1.[Cl:15][C:16]1[CH:17]=[C:18]([CH:22]=[N:23][C:24]([O:26][Si](C)(C)C)=[CH2:25])[CH:19]=[CH:20][CH:21]=1. (3) The reactants are: [NH2:1][C:2]1[C:7]([C:8]([C:10]2[C:15]([O:16][CH3:17])=[CH:14][CH:13]=[C:12]([F:18])[C:11]=2[F:19])=[O:9])=[CH:6][N:5]=[C:4]([NH:20][CH:21]2[CH2:26][CH2:25][N:24]([S:27]([CH3:30])(=[O:29])=[O:28])[CH2:23][CH:22]2[OH:31])[N:3]=1.S(=O)(=O)(O)O.C(O)(C)C.C(=O)(O)[O-].[Na+]. Given the product [NH2:1][C:2]1[C:7]([C:8](=[O:9])[C:10]2[C:15]([O:16][CH3:17])=[CH:14][CH:13]=[C:12]([F:18])[C:11]=2[F:19])=[CH:6][N:5]=[C:4]([NH:20][CH:21]2[CH2:26][CH2:25][N:24]([S:27]([CH3:30])(=[O:28])=[O:29])[CH2:23][C:22]2=[O:31])[N:3]=1, predict the reactants needed to synthesize it. (4) Given the product [Br:18][CH2:17][C:14]1[CH:15]=[CH:16][C:11]([C:10]2[O:22][C:6]([C:5]3[CH:23]=[CH:24][C:2]([Cl:1])=[CH:3][CH:4]=3)=[N:8][N:9]=2)=[CH:12][C:13]=1[N+:19]([O-:21])=[O:20], predict the reactants needed to synthesize it. The reactants are: [Cl:1][C:2]1[CH:24]=[CH:23][C:5]([C:6]([NH:8][NH:9][C:10](=[O:22])[C:11]2[CH:16]=[CH:15][C:14]([CH2:17][Br:18])=[C:13]([N+:19]([O-:21])=[O:20])[CH:12]=2)=O)=[CH:4][CH:3]=1.CCN(CC)CC. (5) Given the product [CH2:1]([C:3]1[CH:8]=[C:7]([C:9]2[O:10][CH:11]=[CH:12][N:13]=2)[C:6]([O:14][CH3:15])=[CH:5][C:4]=1[NH2:16])[CH3:2], predict the reactants needed to synthesize it. The reactants are: [CH2:1]([C:3]1[CH:8]=[C:7]([C:9]2[O:10][CH:11]=[CH:12][N:13]=2)[C:6]([O:14][CH3:15])=[CH:5][C:4]=1[NH:16]C(=O)C)[CH3:2].[OH-].[K+]. (6) Given the product [F:48][C:47]([F:50])([F:49])[C:45]([O:8][CH2:9][CH2:10][CH2:11][N:12]1[C:21](=[O:22])[C:20]2[C:15](=[CH:16][CH:17]=[C:18]([O:31][C:32]([F:34])([F:35])[F:33])[C:19]=2[CH2:23][C:24]2[CH:25]=[CH:26][CH:27]=[CH:28][CH:29]=2)[N:14]([CH3:36])[C:13]1=[O:37])=[O:46], predict the reactants needed to synthesize it. The reactants are: [Si]([O:8][CH2:9][CH2:10][CH2:11][N:12]1[C:21](=[O:22])[C:20]2[C:15](=[CH:16][CH:17]=[C:18]([O:31][C:32]([F:35])([F:34])[F:33])[C:19]=2[CH:23](O)[C:24]2[CH:29]=[CH:28][CH:27]=[CH:26][CH:25]=2)[N:14]([CH3:36])[C:13]1=[O:37])(C(C)(C)C)(C)C.[SiH](CC)(CC)CC.[C:45](O)([C:47]([F:50])([F:49])[F:48])=[O:46]. (7) Given the product [NH2:11][S:8]([C:3]1[CH:4]=[CH:5][CH:6]=[CH:7][C:2]=1[C:18]1[CH:19]=[CH:20][C:15]([C:12]([OH:14])=[O:13])=[CH:16][CH:17]=1)(=[O:10])=[O:9], predict the reactants needed to synthesize it. The reactants are: Br[C:2]1[CH:7]=[CH:6][CH:5]=[CH:4][C:3]=1[S:8]([NH2:11])(=[O:10])=[O:9].[C:12]([C:15]1[CH:20]=[CH:19][C:18](B(O)O)=[CH:17][CH:16]=1)([OH:14])=[O:13].C1(C)C=CC=CC=1.C(=O)([O-])[O-].[Na+].[Na+].